This data is from Forward reaction prediction with 1.9M reactions from USPTO patents (1976-2016). The task is: Predict the product of the given reaction. Given the reactants [Br:1][C:2]1[CH:7]=[C:6]([CH2:8]O)[CH:5]=[C:4]([Br:10])[N:3]=1.[Br:11]P(Br)(C1C=CC=CC=1)(C1C=CC=CC=1)C1C=CC=CC=1, predict the reaction product. The product is: [Br:1][C:2]1[CH:7]=[C:6]([CH2:8][Br:11])[CH:5]=[C:4]([Br:10])[N:3]=1.